This data is from Forward reaction prediction with 1.9M reactions from USPTO patents (1976-2016). The task is: Predict the product of the given reaction. Given the reactants [H-].[Na+].CS(C)=O.[I-].C[S+](C)(C)=O.[CH2:13]([C@:15]12[CH2:39][CH2:38][C:37](=[O:40])[CH2:36][C@H:16]1[CH2:17][CH2:18][CH2:19][C:20]1[CH:21]=[C:22]3[C:26](=[CH:27][C:28]=12)[CH:25]=[N:24][N:23]3[C:29]1[CH:34]=[CH:33][C:32]([F:35])=[CH:31][CH:30]=1)[CH3:14].[CH2:41]([C@@]12CCC(=O)C[C@@H]1CCCC1C=C3C(=CC=12)C=NN3C1C=CC(F)=CC=1)C, predict the reaction product. The product is: [CH2:13]([C:15]12[CH2:39][CH2:38][C:37]3([CH2:41][O:40]3)[CH2:36][CH:16]1[CH2:17][CH2:18][CH2:19][C:20]1[C:28]2=[CH:27][C:26]2[CH:25]=[N:24][N:23]([C:29]3[CH:30]=[CH:31][C:32]([F:35])=[CH:33][CH:34]=3)[C:22]=2[CH:21]=1)[CH3:14].